Dataset: Choline transporter screen with 302,306 compounds. Task: Binary Classification. Given a drug SMILES string, predict its activity (active/inactive) in a high-throughput screening assay against a specified biological target. (1) The compound is S=C(N1CCc2c1cccc2)NC(=O)COc1ccccc1. The result is 0 (inactive). (2) The compound is S(=O)(=O)(N(c1ccc(cc1)C(=O)Nc1ncccc1)C)c1ccccc1. The result is 0 (inactive). (3) The drug is S(c1n(CCOC)c(=O)c2oc3c(c2n1)cccc3)CC(=O)Nc1c(OC)cccc1. The result is 0 (inactive). (4) The molecule is O=C1N(C(Cc2ccccc2)C(O)=O)C(=O)CC1. The result is 0 (inactive). (5) The molecule is S=C(N1CC(CC1)c1ccc(cc1)C)Nc1ccc(OCC)cc1. The result is 0 (inactive). (6) The drug is S(c1n(CC(C)C)c2c(n1)cccc2)CC(=O)N(c1c(n(Cc2ccccc2)c(=O)[nH]c1=O)N)C. The result is 0 (inactive). (7) The compound is Clc1ccc(c2oc(nn2)COC(=O)c2ccc(OCc3c(onc3C)C)cc2)cc1. The result is 0 (inactive).